This data is from Peptide-MHC class I binding affinity with 185,985 pairs from IEDB/IMGT. The task is: Regression. Given a peptide amino acid sequence and an MHC pseudo amino acid sequence, predict their binding affinity value. This is MHC class I binding data. (1) The binding affinity (normalized) is 0. The MHC is HLA-A02:06 with pseudo-sequence HLA-A02:06. The peptide sequence is ASPISSIFSR. (2) The peptide sequence is KSYILTTL. The MHC is H-2-Kb with pseudo-sequence H-2-Kb. The binding affinity (normalized) is 0.980. (3) The peptide sequence is TCQGSEDIK. The MHC is HLA-A33:01 with pseudo-sequence HLA-A33:01. The binding affinity (normalized) is 0. (4) The peptide sequence is RYPGVMYAF. The MHC is HLA-B39:01 with pseudo-sequence HLA-B39:01. The binding affinity (normalized) is 0.0847. (5) The MHC is HLA-B57:01 with pseudo-sequence HLA-B57:01. The binding affinity (normalized) is 0.0847. The peptide sequence is EHVQGDIDL. (6) The peptide sequence is VINAPIKEFK. The MHC is HLA-A03:01 with pseudo-sequence HLA-A03:01. The binding affinity (normalized) is 0.854. (7) The MHC is HLA-A25:01 with pseudo-sequence HLA-A25:01. The peptide sequence is MLHHYGIHY. The binding affinity (normalized) is 0.0847.